Dataset: Reaction yield outcomes from USPTO patents with 853,638 reactions. Task: Predict the reaction yield, written as a fraction of the theoretical maximum amount of product (1.0 means a 100% yield; for example, 0.34 means a 34% yield). (1) The reactants are C(OC([NH:8][C@H:9]([C:41]1[CH:46]=[CH:45][CH:44]=[CH:43][CH:42]=1)[CH2:10][N:11]1[C:16](=[O:17])[C:15]([C:18]2[CH:23]=[CH:22][CH:21]=[C:20]([O:24][CH3:25])[C:19]=2[F:26])=[C:14]([CH3:27])[N:13]([CH2:28][C:29]2[C:34]([S:35]([CH3:38])(=[O:37])=[O:36])=[CH:33][CH:32]=[CH:31][C:30]=2[F:39])[C:12]1=[O:40])=O)(C)(C)C.FC(F)(F)C(O)=O. The catalyst is ClCCl. The product is [NH2:8][C@H:9]([C:41]1[CH:42]=[CH:43][CH:44]=[CH:45][CH:46]=1)[CH2:10][N:11]1[C:16](=[O:17])[C:15]([C:18]2[CH:23]=[CH:22][CH:21]=[C:20]([O:24][CH3:25])[C:19]=2[F:26])=[C:14]([CH3:27])[N:13]([CH2:28][C:29]2[C:34]([S:35]([CH3:38])(=[O:37])=[O:36])=[CH:33][CH:32]=[CH:31][C:30]=2[F:39])[C:12]1=[O:40]. The yield is 0.940. (2) The reactants are [CH2:1]([N:8]1[CH2:13][N:12](CC2C=CC(OC)=CC=2OC)[CH2:11][N:10]([C:25]2[CH:26]=[N:27][N:28]([CH2:30][C:31]3[C:32]([CH3:37])=[N:33][O:34][C:35]=3[CH3:36])[CH:29]=2)[C:9]1=[O:38])[C:2]1[CH:7]=[CH:6][CH:5]=[CH:4][CH:3]=1.C1(OC)C=CC=CC=1.FC(F)(F)C(O)=O.ClCCl. The catalyst is ClCCl. The product is [CH2:1]([N:8]1[CH2:13][NH:12][CH2:11][N:10]([C:25]2[CH:26]=[N:27][N:28]([CH2:30][C:31]3[C:32]([CH3:37])=[N:33][O:34][C:35]=3[CH3:36])[CH:29]=2)[C:9]1=[O:38])[C:2]1[CH:3]=[CH:4][CH:5]=[CH:6][CH:7]=1. The yield is 0.620. (3) The reactants are [O:1]([CH2:8][C@H:9]1[CH2:11][O:10]1)[C:2]1[CH:7]=[CH:6][CH:5]=[CH:4][CH:3]=1.[H][H]. The catalyst is O1CCCC1.[Ru]. The product is [CH:2]1([O:1][CH2:8][C@H:9]2[CH2:11][O:10]2)[CH2:3][CH2:4][CH2:5][CH2:6][CH2:7]1. The yield is 0.579.